Task: Predict the reactants needed to synthesize the given product.. Dataset: Full USPTO retrosynthesis dataset with 1.9M reactions from patents (1976-2016) (1) The reactants are: [Cl:1][C:2]1[CH:3]=[C:4]([CH:6]=[CH:7][CH:8]=1)[NH2:5].[C:9]([C:16](OCC)=[O:17])#[C:10][C:11]([O:13][CH2:14][CH3:15])=[O:12]. Given the product [Cl:1][C:2]1[CH:3]=[C:4]2[C:6]([C:16](=[O:17])[CH2:9][C:10]([C:11]([O:13][CH2:14][CH3:15])=[O:12])=[N:5]2)=[CH:7][CH:8]=1, predict the reactants needed to synthesize it. (2) Given the product [F:31][C:2]1([F:1])[CH2:3][CH2:4][CH:5]([NH:8][C:9]2[C:14]3[C:15]([C:33]4[CH:38]=[CH:37][N:36]=[CH:35][N:34]=4)=[N:16][NH:17][C:13]=3[CH:12]=[CH:11][N:10]=2)[CH2:6][CH2:7]1, predict the reactants needed to synthesize it. The reactants are: [F:1][C:2]1([F:31])[CH2:7][CH2:6][CH:5]([NH:8][C:9]2[C:14]3[C:15]([Sn](C)(C)C)=[N:16][N:17](CC4C=CC(OC)=CC=4)[C:13]=3[CH:12]=[CH:11][N:10]=2)[CH2:4][CH2:3]1.Cl[C:33]1[CH:38]=[C:37](Cl)[N:36]=[CH:35][N:34]=1.[Li+].[Cl-]. (3) Given the product [ClH:37].[ClH:37].[N:1]1([C@H:6]2[CH2:11][CH2:10][CH2:9][CH2:8][C@H:7]2[NH:12][C:13]2[CH:21]=[C:20]([C:22]([F:24])([F:25])[F:23])[CH:19]=[CH:18][C:14]=2[C:15]([NH:36][C:33]2[CH:34]=[C:35]3[C:30]([CH:29]=[CH:28][CH:27]=[N:26]3)=[CH:31][CH:32]=2)=[O:16])[CH2:2][CH2:3][CH2:4][CH2:5]1, predict the reactants needed to synthesize it. The reactants are: [N:1]1([C@H:6]2[CH2:11][CH2:10][CH2:9][CH2:8][C@H:7]2[NH:12][C:13]2[CH:21]=[C:20]([C:22]([F:25])([F:24])[F:23])[CH:19]=[CH:18][C:14]=2[C:15](O)=[O:16])[CH2:5][CH2:4][CH2:3][CH2:2]1.[N:26]1[C:35]2[C:30](=[CH:31][CH:32]=[C:33]([NH2:36])[CH:34]=2)[CH:29]=[CH:28][CH:27]=1.[ClH:37].C(N=C=NCCCN(C)C)C.ON1C2C=CC=CC=2N=N1.C(=O)([O-])[O-].[K+].[K+]. (4) Given the product [CH3:1][C@H:2]1[CH2:7][CH2:6][C@H:5]([CH:8]=[O:9])[CH2:4][CH2:3]1, predict the reactants needed to synthesize it. The reactants are: [CH3:1][C@H:2]1[CH2:7][CH2:6][C@H:5]([C:8](OC)=[O:9])[CH2:4][CH2:3]1.[Si](C=[N+]=[N-])(C)(C)C. (5) Given the product [ClH:41].[ClH:41].[F:22][C:20]([F:21])([F:23])[C:19]([N:18]([CH2:25][C:26]([N:28]1[CH2:33][CH2:32][N:31]([CH3:34])[CH2:30][CH:29]1[C:35]1[CH:36]=[CH:37][CH:38]=[CH:39][CH:40]=1)=[O:27])[C:14]1[CH:13]=[CH:12][CH:11]=[C:10]2[C:15]=1[CH2:16][CH2:17][NH:8][CH2:9]2)=[O:24], predict the reactants needed to synthesize it. The reactants are: C(OC([N:8]1[CH2:17][CH2:16][C:15]2[C:10](=[CH:11][CH:12]=[CH:13][C:14]=2[N:18]([CH2:25][C:26]([N:28]2[CH2:33][CH2:32][N:31]([CH3:34])[CH2:30][CH:29]2[C:35]2[CH:40]=[CH:39][CH:38]=[CH:37][CH:36]=2)=[O:27])[C:19](=[O:24])[C:20]([F:23])([F:22])[F:21])[CH2:9]1)=O)(C)(C)C.[ClH:41].